Dataset: Reaction yield outcomes from USPTO patents with 853,638 reactions. Task: Predict the reaction yield, written as a fraction of the theoretical maximum amount of product (1.0 means a 100% yield; for example, 0.34 means a 34% yield). (1) The reactants are C(OC(=O)[NH:7][C@H:8]([CH2:34][C:35]1[CH:40]=[C:39]([F:41])[C:38]([F:42])=[CH:37][C:36]=1[F:43])[CH2:9][C:10](=[O:33])[N:11]1[CH2:16][CH2:15][N:14]2[C:17]([C:29]([F:32])([F:31])[F:30])=[N:18][C:19]([C:20]([N:22]3[CH2:27][CH2:26][NH:25][C:24](=[O:28])[CH2:23]3)=[O:21])=[C:13]2[CH2:12]1)(C)(C)C.[ClH:45]. The catalyst is C(OCC)(=O)C. The product is [ClH:45].[NH2:7][C@H:8]([CH2:34][C:35]1[CH:40]=[C:39]([F:41])[C:38]([F:42])=[CH:37][C:36]=1[F:43])[CH2:9][C:10]([N:11]1[CH2:16][CH2:15][N:14]2[C:17]([C:29]([F:30])([F:32])[F:31])=[N:18][C:19]([C:20]([N:22]3[CH2:27][CH2:26][NH:25][C:24](=[O:28])[CH2:23]3)=[O:21])=[C:13]2[CH2:12]1)=[O:33]. The yield is 0.930. (2) The reactants are [Cl:1][C:2]1[C:14]([F:15])=[C:13]2[C:5]([C:6]3[C:7](=[O:24])[C:8]4[CH:21]=[CH:20][C:19]([O:22]C)=[CH:18][C:9]=4[C:10]([CH3:17])([CH3:16])[C:11]=3[NH:12]2)=[CH:4][CH:3]=1.[Cl-].[NH+]1C=CC=CC=1. The catalyst is O. The product is [Cl:1][C:2]1[C:14]([F:15])=[C:13]2[C:5]([C:6]3[C:7](=[O:24])[C:8]4[CH:21]=[CH:20][C:19]([OH:22])=[CH:18][C:9]=4[C:10]([CH3:17])([CH3:16])[C:11]=3[NH:12]2)=[CH:4][CH:3]=1. The yield is 0.660. (3) The catalyst is C(#N)C.O. The product is [CH2:9]([O:11][C:12](=[O:13])[C:14](=[O:4])[CH2:20][CH:21]1[CH2:23][CH2:22]1)[CH3:10]. The reactants are C1C(=O)N(Br)C(=[O:4])C1.[CH2:9]([O:11][C:12]([C:14]1([CH2:20][CH:21]2[CH2:23][CH2:22]2)SCCCS1)=[O:13])[CH3:10].CCCCCC.C(Cl)Cl. The yield is 0.610.